From a dataset of NCI-60 drug combinations with 297,098 pairs across 59 cell lines. Regression. Given two drug SMILES strings and cell line genomic features, predict the synergy score measuring deviation from expected non-interaction effect. (1) Drug 1: CCC(=C(C1=CC=CC=C1)C2=CC=C(C=C2)OCCN(C)C)C3=CC=CC=C3.C(C(=O)O)C(CC(=O)O)(C(=O)O)O. Drug 2: C1CC(=O)NC(=O)C1N2C(=O)C3=CC=CC=C3C2=O. Cell line: HL-60(TB). Synergy scores: CSS=3.90, Synergy_ZIP=-1.63, Synergy_Bliss=-2.43, Synergy_Loewe=-5.92, Synergy_HSA=-3.70. (2) Drug 1: C1CCN(CC1)CCOC2=CC=C(C=C2)C(=O)C3=C(SC4=C3C=CC(=C4)O)C5=CC=C(C=C5)O. Drug 2: C1=CC(=CC=C1CCCC(=O)O)N(CCCl)CCCl. Cell line: T-47D. Synergy scores: CSS=19.0, Synergy_ZIP=-12.0, Synergy_Bliss=-6.62, Synergy_Loewe=-3.28, Synergy_HSA=-3.03.